Predict the reaction yield, written as a fraction of the theoretical maximum amount of product (1.0 means a 100% yield; for example, 0.34 means a 34% yield). From a dataset of Reaction yield outcomes from USPTO patents with 853,638 reactions. (1) The catalyst is CN(C=O)C.[Cl-].[Na+].O. The product is [Br:31][C:3](=[N:4][NH:5][CH:6]1[CH2:7][CH2:8][N:9]([C:12]([O:14][CH2:15][C:16]2[CH:17]=[CH:18][CH:19]=[CH:20][CH:21]=2)=[O:13])[CH2:10][CH2:11]1)[C:2]([F:1])([F:22])[F:23]. The reactants are [F:1][C:2]([F:23])([F:22])[CH:3]=[N:4][NH:5][CH:6]1[CH2:11][CH2:10][N:9]([C:12]([O:14][CH2:15][C:16]2[CH:21]=[CH:20][CH:19]=[CH:18][CH:17]=2)=[O:13])[CH2:8][CH2:7]1.C1C(=O)N([Br:31])C(=O)C1.C(OCC)(=O)C.O. The yield is 0.472. (2) The reactants are Cl.C[O:3][C:4]([C:6]1([CH3:18])[CH:10]([CH3:11])[O:9]C(C2C=CC=CC=2)=[N:7]1)=[O:5].O. The catalyst is C(OCC)C. The product is [NH2:7][C@:6]([CH3:18])([C@H:10]([OH:9])[CH3:11])[C:4]([OH:5])=[O:3]. The yield is 0.950. (3) The reactants are C([O:3][C:4]([C:6]1[C:22]([O:23][CH2:24][C@@H:25]([NH:30]C(=O)OC(C)(C)C)[CH2:26][CH:27]([CH3:29])[CH3:28])=[CH:21][C:9]2[N:10]([CH3:20])[C:11](=[O:19])[C:12]3[C:17]([C:8]=2[CH:7]=1)=[CH:16][CH:15]=[N:14][C:13]=3[CH3:18])=[CH2:5])C.Cl.O1CCOCC1. No catalyst specified. The product is [C:4]([C:6]1[C:22]([O:23][CH2:24][C@@H:25]([NH2:30])[CH2:26][CH:27]([CH3:28])[CH3:29])=[CH:21][C:9]2[N:10]([CH3:20])[C:11](=[O:19])[C:12]3[C:17]([C:8]=2[CH:7]=1)=[CH:16][CH:15]=[N:14][C:13]=3[CH3:18])(=[O:3])[CH3:5]. The yield is 0.420. (4) The reactants are [F:1][C:2]1[C:3]([O:12][CH3:13])=[C:4]([C:7]([F:11])=[CH:8][C:9]=1F)[CH:5]=[O:6].C(=O)([O-])[O-].[K+].[K+].[Cl:20][C:21]1[CH:26]=[CH:25][C:24]([OH:27])=[CH:23][C:22]=1[C:28]([F:31])([F:30])[F:29].[CH3:32][S:33]([NH2:36])(=[O:35])=[O:34].C(C(OC1C(OC(C(C)(C)C)=O)=C(I)C=CC=1)=O)(C)(C)C. The yield is 0.190. The catalyst is CS(C)=O.C(OCC)(=O)C.[Rh]. The product is [Cl:20][C:21]1[CH:26]=[CH:25][C:24]([O:27][C:9]2[CH:8]=[C:7]([F:11])[C:4]([C:5]([NH:36][S:33]([CH3:32])(=[O:35])=[O:34])=[O:6])=[C:3]([O:12][CH3:13])[C:2]=2[F:1])=[CH:23][C:22]=1[C:28]([F:29])([F:30])[F:31].